Dataset: Catalyst prediction with 721,799 reactions and 888 catalyst types from USPTO. Task: Predict which catalyst facilitates the given reaction. The catalyst class is: 8. Product: [O:13]1[CH2:14][CH2:15][N:10]([CH2:2][C:3]2[N:8]=[C:7]([NH2:9])[CH:6]=[CH:5][N:4]=2)[CH2:11][CH2:12]1. Reactant: Cl[CH2:2][C:3]1[N:8]=[C:7]([NH2:9])[CH:6]=[CH:5][N:4]=1.[NH:10]1[CH2:15][CH2:14][O:13][CH2:12][CH2:11]1.C(N(CC)CC)C.